From a dataset of Reaction yield outcomes from USPTO patents with 853,638 reactions. Predict the reaction yield, written as a fraction of the theoretical maximum amount of product (1.0 means a 100% yield; for example, 0.34 means a 34% yield). (1) The reactants are [OH:1][C:2]1[CH:7]=[CH:6][N:5]2[CH:8]=[C:9]([C:11]([NH:13][CH:14]3[CH2:19][CH2:18][N:17]([C:20]([O:22][C:23]([CH3:26])([CH3:25])[CH3:24])=[O:21])[CH2:16][CH2:15]3)=[O:12])[N:10]=[C:4]2[CH:3]=1.N(C(OC(C)C)=O)=NC(OC(C)C)=O.[F:41][C:42]([F:57])([F:56])[C:43]1[CH:48]=[CH:47][C:46]([N:49]2[CH2:54][CH2:53][CH:52](O)[CH2:51][CH2:50]2)=[CH:45][CH:44]=1.C1(P(C2C=CC=CC=2)C2C=CC=CC=2)C=CC=CC=1. The catalyst is C1(C)C=CC=CC=1. The product is [F:57][C:42]([F:41])([F:56])[C:43]1[CH:44]=[CH:45][C:46]([N:49]2[CH2:54][CH2:53][CH:52]([O:1][C:2]3[CH:7]=[CH:6][N:5]4[CH:8]=[C:9]([C:11]([NH:13][CH:14]5[CH2:15][CH2:16][N:17]([C:20]([O:22][C:23]([CH3:26])([CH3:25])[CH3:24])=[O:21])[CH2:18][CH2:19]5)=[O:12])[N:10]=[C:4]4[CH:3]=3)[CH2:51][CH2:50]2)=[CH:47][CH:48]=1. The yield is 0.440. (2) The reactants are BrP([CH2:21][C:22]1[CH:31]=[CH:30][C:29]([C:32]#[N:33])=[CH:28][C:23]=1[C:24]([O:26]C)=[O:25])(C1C=CC=CC=1)(C1C=CC=CC=1)C1C=CC=CC=1.CS(C)=O.[H-].[Na+].[Cl:40][C:41]1[CH:42]=[C:43]2[C:47](=[CH:48][CH:49]=1)[N:46]([S:50]([C:53]1[CH:54]=[C:55]([CH:58]=[CH:59][CH:60]=1)[CH:56]=O)(=[O:52])=[O:51])[CH2:45][CH2:44]2. The catalyst is C1(C)C=CC=CC=1.CC(OC)(C)C. The product is [C:32]([C:29]1[CH:30]=[CH:31][C:22](/[CH:21]=[CH:56]/[C:55]2[CH:58]=[CH:59][CH:60]=[C:53]([S:50]([N:46]3[C:47]4[C:43](=[CH:42][C:41]([Cl:40])=[CH:49][CH:48]=4)[CH2:44][CH2:45]3)(=[O:52])=[O:51])[CH:54]=2)=[C:23]([CH:28]=1)[C:24]([OH:26])=[O:25])#[N:33]. The yield is 0.730.